Task: Predict the reaction yield, written as a fraction of the theoretical maximum amount of product (1.0 means a 100% yield; for example, 0.34 means a 34% yield).. Dataset: Reaction yield outcomes from USPTO patents with 853,638 reactions (1) The product is [CH2:9]([C:11]1[C:19]([I:20])=[C:14]2[CH:15]=[CH:16][CH:17]=[CH:18][N:13]2[N:12]=1)[CH3:10]. The catalyst is C(OCC)(=O)C.O. The yield is 0.989. The reactants are ClN1C(=O)CCC1=O.[CH2:9]([C:11]1[CH:19]=[C:14]2[CH:15]=[CH:16][CH:17]=[CH:18][N:13]2[N:12]=1)[CH3:10].[I-:20].[Na+]. (2) The yield is 0.970. The product is [CH3:27][O:26][C:16]1[C:14]2[N:15]=[C:11]([NH:10][C:7]([C:5]3[S:6][C:2]([CH3:1])=[CH:3][CH:4]=3)=[O:8])[S:12][C:13]=2[C:19]([N:20]2[CH2:25][CH2:24][O:23][CH2:22][CH2:21]2)=[CH:18][CH:17]=1. The reactants are [CH3:1][C:2]1[S:6][C:5]([C:7](Cl)=[O:8])=[CH:4][CH:3]=1.[NH2:10][C:11]1[S:12][C:13]2[C:19]([N:20]3[CH2:25][CH2:24][O:23][CH2:22][CH2:21]3)=[CH:18][CH:17]=[C:16]([O:26][CH3:27])[C:14]=2[N:15]=1. No catalyst specified. (3) The product is [CH3:15][N:12]1[CH2:13][CH2:14][CH:9]([N:7]2[CH:8]=[C:4]([N+:1]([O-:3])=[O:2])[CH:5]=[N:6]2)[CH2:10][CH2:11]1. The catalyst is O. The reactants are [N+:1]([C:4]1[CH:5]=[N:6][N:7]([CH:9]2[CH2:14][CH2:13][N:12]([C:15](OC(C)(C)C)=O)[CH2:11][CH2:10]2)[CH:8]=1)([O-:3])=[O:2].C(O)=O.C=O. The yield is 0.830. (4) The reactants are C([O:8][C:9]1[CH:14]=[C:13]([O:15]CC2C=CC=CC=2)[C:12]([C:23]([CH3:25])=[CH2:24])=[CH:11][C:10]=1[C:26]([N:28]1[CH2:36][C:35]2[C:30](=[CH:31][CH:32]=[C:33]([O:37][CH2:38][CH2:39][N:40]([CH3:42])[CH3:41])[CH:34]=2)[CH2:29]1)=[O:27])C1C=CC=CC=1.[CH3:43]O. The catalyst is [Pd]. The product is [OH:8][C:9]1[CH:14]=[C:13]([OH:15])[C:12]([CH:23]([CH3:24])[CH3:25])=[CH:11][C:10]=1[C:26]([N:28]1[CH2:36][C:35]2[C:30](=[C:31]([CH3:43])[CH:32]=[C:33]([O:37][CH2:38][CH2:39][N:40]([CH3:42])[CH3:41])[CH:34]=2)[CH2:29]1)=[O:27]. The yield is 0.350. (5) The reactants are [CH3:1][O:2][C:3]([C@H:5]1[CH2:10][CH2:9][C@H:8]([CH2:11][N:12]2[C:16]3[CH:17]=[C:18](B4OC(C)(C)C(C)(C)O4)[CH:19]=[CH:20][C:15]=3[N:14]([CH3:30])[C:13]2=[O:31])[CH2:7][CH2:6]1)=[O:4].[CH3:32][O:33][CH2:34][CH2:35][NH2:36].O. The catalyst is C(Cl)Cl. The product is [CH3:1][O:2][C:3]([C@H:5]1[CH2:6][CH2:7][C@H:8]([CH2:11][N:12]2[C:16]3[CH:17]=[C:18]([NH:36][CH2:35][CH2:34][O:33][CH3:32])[CH:19]=[CH:20][C:15]=3[N:14]([CH3:30])[C:13]2=[O:31])[CH2:9][CH2:10]1)=[O:4]. The yield is 0.210. (6) The reactants are BrC1C=C(C=C(C(C2C=CC=C(OC(F)F)C=2)(C)C)C=1)N.[Cl:22][C:23]1[N:28]=[C:27]([NH:29][C:30]([C:32]2[S:36][C:35]3[CH:37]=[CH:38][C:39]([N+:41]([O-])=O)=[CH:40][C:34]=3[CH:33]=2)=[O:31])[CH:26]=[C:25]([C:44]([C:47]2[CH:52]=[C:51]([O:53][C:54]([F:57])([F:56])[F:55])[CH:50]=[C:49]([O:58][CH3:59])[CH:48]=2)([CH3:46])[CH3:45])[CH:24]=1. No catalyst specified. The product is [NH2:41][C:39]1[CH:38]=[CH:37][C:35]2[S:36][C:32]([C:30]([NH:29][C:27]3[CH:26]=[C:25]([C:44]([C:47]4[CH:52]=[C:51]([O:53][C:54]([F:57])([F:55])[F:56])[CH:50]=[C:49]([O:58][CH3:59])[CH:48]=4)([CH3:46])[CH3:45])[CH:24]=[C:23]([Cl:22])[N:28]=3)=[O:31])=[CH:33][C:34]=2[CH:40]=1. The yield is 0.910. (7) The reactants are [Br:1][C:2]1[C:7]2[O:8][CH2:9][C:10](=[O:12])[NH:11][C:6]=2[CH:5]=[C:4]([C:13]([O:15]CC)=[O:14])[CH:3]=1.[OH-].[Na+].Cl. The catalyst is CO.O. The product is [Br:1][C:2]1[C:7]2[O:8][CH2:9][C:10](=[O:12])[NH:11][C:6]=2[CH:5]=[C:4]([C:13]([OH:15])=[O:14])[CH:3]=1. The yield is 0.950.